Dataset: Forward reaction prediction with 1.9M reactions from USPTO patents (1976-2016). Task: Predict the product of the given reaction. Given the reactants [N:1]([C:4]1[CH:9]=[CH:8][N:7]=[CH:6][C:5]=1/[CH:10]=[N:11]/[C:12]1[C:19]([Cl:20])=[CH:18][C:15]([C:16]#[N:17])=[CH:14][C:13]=1[Cl:21])=[N+]=[N-], predict the reaction product. The product is: [Cl:21][C:13]1[CH:14]=[C:15]([CH:18]=[C:19]([Cl:20])[C:12]=1[N:11]1[CH:10]=[C:5]2[CH:6]=[N:7][CH:8]=[CH:9][C:4]2=[N:1]1)[C:16]#[N:17].